This data is from Forward reaction prediction with 1.9M reactions from USPTO patents (1976-2016). The task is: Predict the product of the given reaction. (1) Given the reactants [OH:1][NH:2][C:3](=[NH:5])[CH3:4].[H-].[Na+].CO[C:10]([C:12]1[N:13]([CH:17]2[C:26]3[C:21](=[CH:22][CH:23]=[CH:24][CH:25]=3)[NH:20][C:19](=[O:27])[C:18]2([CH3:29])[CH3:28])[CH:14]=[N:15][CH:16]=1)=O, predict the reaction product. The product is: [CH3:28][C:18]1([CH3:29])[CH:17]([N:13]2[C:12]([C:10]3[O:1][N:2]=[C:3]([CH3:4])[N:5]=3)=[CH:16][N:15]=[CH:14]2)[C:26]2[C:21](=[CH:22][CH:23]=[CH:24][CH:25]=2)[NH:20][C:19]1=[O:27]. (2) Given the reactants [Cl:1][C:2]1[CH:17]=[CH:16][C:5]([O:6][C:7]2[CH:8]=[C:9]([CH:13]=[CH:14][CH:15]=2)[C:10](Cl)=[O:11])=[C:4]([N+:18]([O-:20])=[O:19])[CH:3]=1.[NH4+:21].[OH-], predict the reaction product. The product is: [Cl:1][C:2]1[CH:17]=[CH:16][C:5]([O:6][C:7]2[CH:8]=[C:9]([CH:13]=[CH:14][CH:15]=2)[C:10]([NH2:21])=[O:11])=[C:4]([N+:18]([O-:20])=[O:19])[CH:3]=1. (3) Given the reactants [CH3:1][O:2][C:3]1[CH:4]=[C:5]2[C:10](=[CH:11][C:12]=1[O:13][CH3:14])[N:9]=[CH:8][CH:7]=[C:6]2[O:15][C:16]1[CH:22]=[CH:21][C:19]([NH2:20])=[CH:18][CH:17]=1.ClC(Cl)(O[C:27](=[O:33])[O:28][C:29](Cl)(Cl)Cl)Cl.[CH3:35][O:36][C:37]1[CH:42]=[CH:41][C:40](CO)=[CH:39][CH:38]=1.C(=O)(O)[O-].[Na+], predict the reaction product. The product is: [CH3:1][O:2][C:3]1[CH:4]=[C:5]2[C:10](=[CH:11][C:12]=1[O:13][CH3:14])[N:9]=[CH:8][CH:7]=[C:6]2[O:15][C:16]1[CH:22]=[CH:21][C:19]([NH:20][C:27](=[O:33])[O:28][CH2:29][C:40]2[CH:41]=[CH:42][C:37]([O:36][CH3:35])=[CH:38][CH:39]=2)=[CH:18][CH:17]=1.